From a dataset of Catalyst prediction with 721,799 reactions and 888 catalyst types from USPTO. Predict which catalyst facilitates the given reaction. (1) Reactant: [F:1][C:2]1[CH:11]=[C:10]2[C:5]([N:6]=[CH:7][C:8](=[O:12])[NH:9]2)=[CH:4][CH:3]=1.[CH2:13](I)[CH:14]=[CH2:15].C(=O)([O-])[O-].[K+].[K+]. Product: [F:1][C:2]1[CH:11]=[C:10]2[C:5]([N:6]=[CH:7][C:8](=[O:12])[N:9]2[CH2:15][CH:14]=[CH2:13])=[CH:4][CH:3]=1. The catalyst class is: 9. (2) The catalyst class is: 204. Reactant: [N:1]([C:4]1[S:5][C:6]([C:10]([NH:12][CH2:13][C:14]2[CH:19]=[CH:18][CH:17]=[CH:16][CH:15]=2)=[O:11])=[C:7]([CH3:9])[N:8]=1)=[N+:2]=[N-:3].[C:20]([O:26][CH2:27][CH3:28])(=[O:25])[CH2:21][C:22]([CH3:24])=O.C(N(CC)CC)C. Product: [CH2:13]([NH:12][C:10]([C:6]1[S:5][C:4]([N:1]2[C:22]([CH3:24])=[C:21]([C:20]([O:26][CH2:27][CH3:28])=[O:25])[N:3]=[N:2]2)=[N:8][C:7]=1[CH3:9])=[O:11])[C:14]1[CH:19]=[CH:18][CH:17]=[CH:16][CH:15]=1. (3) Reactant: Cl[C:2]1[CH:7]=[C:6]([O:8][CH3:9])[N:5]=[CH:4][C:3]=1[C:10]1[N:11]([CH2:23][CH2:24][OH:25])[CH:12]=[C:13]([C:15]2[N:16]([CH:20]([CH3:22])[CH3:21])[N:17]=[CH:18][N:19]=2)[N:14]=1.[H-].[Na+]. Product: [CH:20]([N:16]1[C:15]([C:13]2[N:14]=[C:10]3[N:11]([CH2:23][CH2:24][O:25][C:2]4[CH:7]=[C:6]([O:8][CH3:9])[N:5]=[CH:4][C:3]=43)[CH:12]=2)=[N:19][CH:18]=[N:17]1)([CH3:22])[CH3:21]. The catalyst class is: 3. (4) Reactant: [NH2:1][C:2]1[CH:7]=[CH:6][C:5]([C:8]2[C:12]([C:13]([NH2:15])=[O:14])=[C:11]([NH:16][C:17]([N:19]3[CH2:23][CH2:22][CH2:21][C:20]3=[O:24])=[O:18])[S:10][N:9]=2)=[CH:4][CH:3]=1.C(N(C(C)C)CC)(C)C.[C:34]1([CH3:43])[CH:39]=[CH:38][C:37]([N:40]=[C:41]=[O:42])=[CH:36][CH:35]=1. Product: [CH3:43][C:34]1[CH:39]=[CH:38][C:37]([NH:40][C:41]([NH:1][C:2]2[CH:3]=[CH:4][C:5]([C:8]3[C:12]([C:13]([NH2:15])=[O:14])=[C:11]([NH:16][C:17]([N:19]4[CH2:23][CH2:22][CH2:21][C:20]4=[O:24])=[O:18])[S:10][N:9]=3)=[CH:6][CH:7]=2)=[O:42])=[CH:36][CH:35]=1. The catalyst class is: 508. (5) Reactant: [CH3:1][N:2]([CH3:15])[C@@H:3]1[CH2:7][CH2:6][N:5]([C:8]2[N:13]=[CH:12][C:11]([NH2:14])=[CH:10][CH:9]=2)[CH2:4]1.[C:16]([N:23]1[CH:27]=[CH:26]N=[CH:24]1)(N1C=CN=C1)=[O:17].[CH2:28]([CH:35]1CCNC[CH2:36]1)[C:29]1[CH:34]=[CH:33][CH:32]=[CH:31][CH:30]=1. Product: [CH3:1][N:2]([CH3:15])[C@@H:3]1[CH2:7][CH2:6][N:5]([C:8]2[N:13]=[CH:12][C:11]([NH:14][C:16]([N:23]3[CH2:24][CH2:36][CH:35]([CH2:28][C:29]4[CH:34]=[CH:33][CH:32]=[CH:31][CH:30]=4)[CH2:26][CH2:27]3)=[O:17])=[CH:10][CH:9]=2)[CH2:4]1. The catalyst class is: 3. (6) Reactant: [CH3:1][CH:2]1[CH2:10][C:9]2[C:4](=[CH:5][CH:6]=[CH:7][CH:8]=2)[C:3]1=O.Cl.[NH2:13][OH:14].C([O-])(=O)C.[Na+]. Product: [CH3:1][CH:2]1[CH2:10][C:9]2[C:4](=[CH:5][CH:6]=[CH:7][CH:8]=2)[C:3]1=[N:13][OH:14]. The catalyst class is: 40. (7) Reactant: [F:1][C:2]1[CH:7]=[CH:6][C:5]([N+:8]([O-:10])=[O:9])=[CH:4][C:3]=1[C:11]1([CH3:14])[CH2:13][O:12]1.B(F)(F)F. Product: [F:1][C:2]1[CH:7]=[CH:6][C:5]([N+:8]([O-:10])=[O:9])=[CH:4][C:3]=1[CH:11]([CH3:14])[CH:13]=[O:12]. The catalyst class is: 27. (8) Reactant: [CH:1]1[CH:2]=[CH:3][C:4]([CH2:7][CH2:8][CH2:9][CH2:10][CH2:11][CH2:12][C:13]([OH:15])=O)=[CH:5][CH:6]=1.F[P-](F)(F)(F)(F)F.N1(O[P+](N(C)C)(N(C)C)N(C)C)C2C=CC=CC=2N=N1.CCN(C(C)C)C(C)C.[NH2:52][CH:53]([CH2:59][CH2:60][C:61]1[CH:66]=[CH:65][CH:64]=[CH:63][CH:62]=1)[CH2:54][CH2:55][C:56]([OH:58])=[O:57]. Product: [C:61]1([CH2:60][CH2:59][CH:53]([NH:52][C:13](=[O:15])[CH2:12][CH2:11][CH2:10][CH2:9][CH2:8][CH2:7][C:4]2[CH:5]=[CH:6][CH:1]=[CH:2][CH:3]=2)[CH2:54][CH2:55][C:56]([OH:58])=[O:57])[CH:66]=[CH:65][CH:64]=[CH:63][CH:62]=1. The catalyst class is: 215. (9) Reactant: [C:1]([O:5][CH2:6][C@@H:7]1[C:12](=[O:13])[NH:11][CH2:10][CH2:9][N:8]1[C:14](=[O:35])[CH2:15][C@H:16]([NH:27]C(=O)OC(C)(C)C)[CH2:17][C:18]1[CH:23]=[C:22]([F:24])[C:21]([F:25])=[CH:20][C:19]=1[F:26])([CH3:4])([CH3:3])[CH3:2].[ClH:36].C(OCC)C. Product: [ClH:36].[NH2:27][C@H:16]([CH2:17][C:18]1[CH:23]=[C:22]([F:24])[C:21]([F:25])=[CH:20][C:19]=1[F:26])[CH2:15][C:14]([N:8]1[CH2:9][CH2:10][NH:11][C:12](=[O:13])[C@H:7]1[CH2:6][O:5][C:1]([CH3:2])([CH3:3])[CH3:4])=[O:35]. The catalyst class is: 5. (10) Reactant: O.[PH2]([O-])=O.[Na+].C=C.[NH4+].[NH4+].[O-]S(OOS([O-])(=O)=O)(=O)=O.[Al:20].[Al+3].[CH2:22]([P:24](CC)(=[O:26])[O-:25])[CH3:23].[CH2:29]([P:31](CC)(=[O:33])[O-:32])[CH3:30].[CH2:36]([P:38](CC)(=[O:40])[O-:39])[CH3:37]. Product: [Al+3:20].[CH2:22]([P:24]([O-:26])[O-:25])[CH3:23].[CH2:29]([P:31]([O-:33])[O-:32])[CH3:30].[CH2:36]([P:38]([O-:40])[O-:39])[CH3:37].[Al+3:20]. The catalyst class is: 6.